Dataset: Full USPTO retrosynthesis dataset with 1.9M reactions from patents (1976-2016). Task: Predict the reactants needed to synthesize the given product. (1) Given the product [F:26][C:14]([F:13])([F:25])[C:15]1[CH:16]=[CH:17][C:18]([S:21]([NH:1][C:2]2[S:3][CH:4]=[C:5]([CH2:7][C:8]([O:10][CH2:11][CH3:12])=[O:9])[N:6]=2)(=[O:23])=[O:22])=[CH:19][CH:20]=1, predict the reactants needed to synthesize it. The reactants are: [NH2:1][C:2]1[S:3][CH:4]=[C:5]([CH2:7][C:8]([O:10][CH2:11][CH3:12])=[O:9])[N:6]=1.[F:13][C:14]([F:26])([F:25])[C:15]1[CH:20]=[CH:19][C:18]([S:21](Cl)(=[O:23])=[O:22])=[CH:17][CH:16]=1. (2) The reactants are: [CH2:1]([O:8][C:9]([NH:11][NH:12][C@@H:13]([C:17]([CH3:20])([CH3:19])[CH3:18])[CH2:14][CH:15]=[CH2:16])=[O:10])[C:2]1[CH:7]=[CH:6][CH:5]=[CH:4][CH:3]=1.[CH3:21][C:22]1[CH:23]=[C:24]([CH:28]=[C:29]([CH3:31])[CH:30]=1)[C:25](Cl)=[O:26]. Given the product [CH2:1]([O:8][C:9]([NH:11][N:12]([C@@H:13]([C:17]([CH3:20])([CH3:19])[CH3:18])[CH2:14][CH:15]=[CH2:16])[C:25](=[O:26])[C:24]1[CH:28]=[C:29]([CH3:31])[CH:30]=[C:22]([CH3:21])[CH:23]=1)=[O:10])[C:2]1[CH:7]=[CH:6][CH:5]=[CH:4][CH:3]=1, predict the reactants needed to synthesize it. (3) Given the product [Cl:1][CH2:2][C:3]1[N:8]=[C:7]([C:9]([NH:48][C:25]2[CH:26]=[C:27]([C:30]3[CH:31]=[C:32]4[CH:38]=[N:37][N:36]([S:39]([C:42]5[CH:43]=[CH:44][CH:45]=[CH:46][CH:47]=5)(=[O:41])=[O:40])[C:33]4=[N:34][CH:35]=3)[CH:28]=[C:29]3[C:24]=2[CH:23]=[N:22][N:21]3[S:18]([C:12]2[CH:17]=[CH:16][CH:15]=[CH:14][CH:13]=2)(=[O:20])=[O:19])=[O:10])[CH:6]=[CH:5][CH:4]=1, predict the reactants needed to synthesize it. The reactants are: [Cl:1][CH2:2][C:3]1[N:8]=[C:7]([C:9](Cl)=[O:10])[CH:6]=[CH:5][CH:4]=1.[C:12]1([S:18]([N:21]2[C:29]3[CH:28]=[C:27]([C:30]4[CH:31]=[C:32]5[CH:38]=[N:37][N:36]([S:39]([C:42]6[CH:47]=[CH:46][CH:45]=[CH:44][CH:43]=6)(=[O:41])=[O:40])[C:33]5=[N:34][CH:35]=4)[CH:26]=[C:25]([NH2:48])[C:24]=3[CH:23]=[N:22]2)(=[O:20])=[O:19])[CH:17]=[CH:16][CH:15]=[CH:14][CH:13]=1.CCN(C(C)C)C(C)C.O. (4) Given the product [F:14][C:15]([F:17])([F:16])[CH:6]([C:2]1[S:1][CH:5]=[CH:4][CH:3]=1)[OH:7], predict the reactants needed to synthesize it. The reactants are: [S:1]1[CH:5]=[CH:4][CH:3]=[C:2]1[CH:6]=[O:7].C(=O)([O-])[O-].[K+].[K+].[F:14][C:15]([Si](C)(C)C)([F:17])[F:16]. (5) The reactants are: [NH2:1][C:2]1[CH:10]=[CH:9][C:8]([CH3:11])=[CH:7][C:3]=1[C:4](O)=[O:5].[O-:12][C:13]#[N:14].[K+].[OH-].[Na+]. Given the product [CH3:11][C:8]1[CH:7]=[C:3]2[C:2](=[CH:10][CH:9]=1)[NH:1][C:13](=[O:12])[NH:14][C:4]2=[O:5], predict the reactants needed to synthesize it. (6) Given the product [CH:1]1([C:7]2[CH:8]=[CH:9][C:10]3[N:11]([C:13]([C:17]4[S:18][C:19]([C:28]5[N:30]=[CH:39][NH:37][N:32]=5)=[C:20]([C:22]5[CH:27]=[CH:26][CH:25]=[CH:24][CH:23]=5)[N:21]=4)=[C:14]([CH3:16])[N:15]=3)[CH:12]=2)[CH2:6][CH2:5][CH2:4][CH2:3][CH2:2]1, predict the reactants needed to synthesize it. The reactants are: [CH:1]1([C:7]2[CH:8]=[CH:9][C:10]3[N:11]([C:13]([C:17]4[S:18][C:19]([C:28]([NH2:30])=O)=[C:20]([C:22]5[CH:27]=[CH:26][CH:25]=[CH:24][CH:23]=5)[N:21]=4)=[C:14]([CH3:16])[N:15]=3)[CH:12]=2)[CH2:6][CH2:5][CH2:4][CH2:3][CH2:2]1.O.[NH2:32]N.COC(OC)[N:37]([CH3:39])C.